Dataset: CYP1A2 inhibition data for predicting drug metabolism from PubChem BioAssay. Task: Regression/Classification. Given a drug SMILES string, predict its absorption, distribution, metabolism, or excretion properties. Task type varies by dataset: regression for continuous measurements (e.g., permeability, clearance, half-life) or binary classification for categorical outcomes (e.g., BBB penetration, CYP inhibition). Dataset: cyp1a2_veith. (1) The compound is COc1ccc2[nH]cc(CCNC(C)=O)c2c1. The result is 1 (inhibitor). (2) The result is 0 (non-inhibitor). The molecule is Cn1cccc1C(=O)N1CCC2(CC1)CCN(c1ncccn1)CC2. (3) The drug is O=C1C=CC(=Nc2cccc3c(N=C4C=CC(=O)O4)cccc23)O1. The result is 0 (non-inhibitor). (4) The compound is CCn1c(SCc2ccc(C(=O)Nc3nccs3)cc2)nnc1-c1ccc(NC(C)=O)cc1. The result is 1 (inhibitor). (5) The compound is CN1CCc2cc(O)cc3c2[C@H]1Cc1ccc(O)c(O)c1-3. The result is 1 (inhibitor). (6) The compound is CCCCNC(=O)C1CC(=O)N(c2ccc(OC)cc2)C1c1ccc(OC)cc1. The result is 0 (non-inhibitor).